Dataset: Catalyst prediction with 721,799 reactions and 888 catalyst types from USPTO. Task: Predict which catalyst facilitates the given reaction. (1) Reactant: [H-].[Na+].[NH2:3][C:4]1[CH:9]=[N:8][CH:7]=[CH:6][N:5]=1.[C:10]1([O:16][C:17](=O)[O:18]C2C=CC=CC=2)[CH:15]=[CH:14][CH:13]=[CH:12][CH:11]=1.Cl. Product: [C:10]1([O:16][C:17](=[O:18])[NH:3][C:4]2[CH:9]=[N:8][CH:7]=[CH:6][N:5]=2)[CH:15]=[CH:14][CH:13]=[CH:12][CH:11]=1. The catalyst class is: 1. (2) Reactant: [OH:1][C:2]1[CH:7]=[CH:6][C:5]([C:8]2([C:11]([OH:13])=O)[CH2:10][CH2:9]2)=[CH:4][CH:3]=1.F[P-](F)(F)(F)(F)F.N1(O[P+](N(C)C)(N(C)C)N(C)C)[C:25]2[CH:26]=[CH:27][CH:28]=[CH:29][C:24]=2N=N1.Cl.Cl.[NH:43]1[CH2:47][CH2:46][C:45]2([C:55]3[CH:54]=[CH:53][N:52]=[CH:51][C:50]=3[C:49](=[O:56])[O:48]2)[CH2:44]1.[CH:57](N(CC)C(C)C)(C)[CH3:58]. Product: [C:24]1([CH2:57][CH2:58][O:1][C:2]2[CH:3]=[CH:4][C:5]([C:8]3([C:11]([N:43]4[CH2:47][CH2:46][C:45]5([C:55]6[CH:54]=[CH:53][N:52]=[CH:51][C:50]=6[C:49](=[O:56])[O:48]5)[CH2:44]4)=[O:13])[CH2:9][CH2:10]3)=[CH:6][CH:7]=2)[CH:25]=[CH:26][CH:27]=[CH:28][CH:29]=1. The catalyst class is: 9. (3) Reactant: [CH:1]([C:4]1[CH:9]=[CH:8][C:7]([CH:10]([C:12]2[CH:17]=[C:16]([O:18][CH2:19][C:20]#[CH:21])[CH:15]=[CH:14][C:13]=2[N+:22]([O-:24])=[O:23])[OH:11])=[CH:6][CH:5]=1)([CH3:3])[CH3:2].CC(C)=O.OS(O)(=O)=O.O=[Cr](=O)=O. Product: [CH:1]([C:4]1[CH:5]=[CH:6][C:7]([C:10]([C:12]2[CH:17]=[C:16]([O:18][CH2:19][C:20]#[CH:21])[CH:15]=[CH:14][C:13]=2[N+:22]([O-:24])=[O:23])=[O:11])=[CH:8][CH:9]=1)([CH3:3])[CH3:2]. The catalyst class is: 21. (4) Reactant: [Cl:1][C:2]1[C:7]([I:8])=[CH:6][C:5]([NH:9][CH2:10][C:11]([OH:13])=O)=[C:4]([O:14][CH3:15])[CH:3]=1.[N:16]1([C:22]([O:24][C:25]([CH3:28])([CH3:27])[CH3:26])=[O:23])[CH2:21][CH2:20][NH:19][CH2:18][CH2:17]1.F[P-](F)(F)(F)(F)F.N1(O[P+](N(C)C)(N(C)C)N(C)C)C2C=CC=CC=2N=N1.CCN(C(C)C)C(C)C. Product: [Cl:1][C:2]1[C:7]([I:8])=[CH:6][C:5]([NH:9][CH2:10][C:11]([N:19]2[CH2:18][CH2:17][N:16]([C:22]([O:24][C:25]([CH3:28])([CH3:27])[CH3:26])=[O:23])[CH2:21][CH2:20]2)=[O:13])=[C:4]([O:14][CH3:15])[CH:3]=1. The catalyst class is: 3. (5) Reactant: [N+:1]([CH3:4])([O-:3])=[O:2].[CH3:5][C:6]([CH3:10])([CH3:9])[CH:7]=[O:8].C(N(CC)CC)C. Product: [CH3:5][C:6]([CH3:10])([CH3:9])[CH:7]([OH:8])[CH2:4][N+:1]([O-:3])=[O:2]. The catalyst class is: 25.